This data is from Reaction yield outcomes from USPTO patents with 853,638 reactions. The task is: Predict the reaction yield, written as a fraction of the theoretical maximum amount of product (1.0 means a 100% yield; for example, 0.34 means a 34% yield). (1) The reactants are [CH2:1]([O:3][C:4]([C:6]1([NH:11][C:12]([CH:14]2[CH2:18][CH:17]([O:19][C:20]3[C:29]4[C:24](=[C:25]([CH3:32])[C:26]([O:30][CH3:31])=[CH:27][CH:28]=4)[N:23]=[C:22]([C:33]4[CH:38]=[CH:37][C:36]([O:39][CH3:40])=[CH:35][CH:34]=4)[N:21]=3)[CH2:16][CH:15]2[C:41](=[O:50])[N:42]([CH2:44][CH2:45][CH2:46][CH2:47][CH:48]=[CH2:49])[CH3:43])=[O:13])[CH2:8][CH:7]1C=C)=[O:5])[CH3:2]. The catalyst is CC1C=C(C)C(N2C(=[Ru](Cl)(Cl)=CC3C=CC=CC=3OC(C)C)N(C3C(C)=CC(C)=CC=3C)CC2)=C(C)C=1. The product is [CH2:1]([O:3][C:4]([C:6]12[CH2:8][CH:7]1[CH:49]=[CH:48][CH2:47][CH2:46][CH2:45][CH2:44][N:42]([CH3:43])[C:41](=[O:50])[CH:15]1[CH:14]([CH2:18][CH:17]([O:19][C:20]3[C:29]4[C:24](=[C:25]([CH3:32])[C:26]([O:30][CH3:31])=[CH:27][CH:28]=4)[N:23]=[C:22]([C:33]4[CH:34]=[CH:35][C:36]([O:39][CH3:40])=[CH:37][CH:38]=4)[N:21]=3)[CH2:16]1)[C:12](=[O:13])[NH:11]2)=[O:5])[CH3:2]. The yield is 0.750. (2) The reactants are [F:1][C:2]1[CH:3]=[N:4][CH:5]=[CH:6][C:7]=1[CH:8]=[O:9].CC1N=NN(C)C=1C1C=NC2C3C=CC(C(O)(C)C)=CC=3N(C(C3C=C(C)ON=3)[CH:34]3[CH2:39][CH2:38][O:37][CH2:36][CH2:35]3)C=2C=1.C(O)(C(F)(F)F)=O. The catalyst is O.C(#N)C. The product is [F:1][C:2]1[CH:3]=[N:4][CH:5]=[CH:6][C:7]=1[CH:8]([CH:34]1[CH2:39][CH2:38][O:37][CH2:36][CH2:35]1)[OH:9]. The yield is 0.470. (3) The reactants are [CH2:1]([N:8]1[C:16]([C:17]2[CH:18]=[C:19]([OH:23])[CH:20]=[CH:21][CH:22]=2)=[C:15]2[C:10]([C:11]([C:24]([F:27])([F:26])[F:25])=[CH:12][CH:13]=[CH:14]2)=[N:9]1)[C:2]1[CH:7]=[CH:6][CH:5]=[CH:4][CH:3]=1.C[O:29][C:30](=[O:42])[C:31]([C:34]1[CH:39]=[CH:38][C:37]([CH2:40]Br)=[CH:36][CH:35]=1)([CH3:33])[CH3:32].C(=O)([O-])[O-].[K+].[K+].C1(C)C=CC(CC(O)=O)=CC=1.S(=O)(=O)(O)O.[H-].[Na+].CI.C1C(=O)N(Br)C(=O)C1.C(OOC(=O)C1C=CC=CC=1)(=O)C1C=CC=CC=1.[Li+].[OH-]. The catalyst is CC(C)=O.CO.C1COCC1.C(Cl)(Cl)(Cl)Cl.O. The product is [CH2:1]([N:8]1[C:16]([C:17]2[CH:18]=[C:19]([CH:20]=[CH:21][CH:22]=2)[O:23][CH2:40][C:37]2[CH:36]=[CH:35][C:34]([C:31]([CH3:33])([CH3:32])[C:30]([OH:42])=[O:29])=[CH:39][CH:38]=2)=[C:15]2[C:10]([C:11]([C:24]([F:27])([F:25])[F:26])=[CH:12][CH:13]=[CH:14]2)=[N:9]1)[C:2]1[CH:7]=[CH:6][CH:5]=[CH:4][CH:3]=1. The yield is 0.260. (4) The reactants are P(Cl)(Cl)[Cl:2].O[CH2:6][C:7]1[CH:8]=[CH:9][C:10]2[C:19]([N:20]=1)=[C:18]1[N:21]=[CH:22][CH:23]=[CH:24][C:17]1=[C:16]1[C:11]=2[N:12]=[C:13]([C:30]([O:32][CH2:33][CH3:34])=[O:31])[C:14]([C:25]([O:27][CH2:28][CH3:29])=[O:26])=[N:15]1. The catalyst is C(Cl)(Cl)Cl. The product is [Cl:2][CH2:6][C:7]1[CH:8]=[CH:9][C:10]2[C:19]([N:20]=1)=[C:18]1[N:21]=[CH:22][CH:23]=[CH:24][C:17]1=[C:16]1[C:11]=2[N:12]=[C:13]([C:30]([O:32][CH2:33][CH3:34])=[O:31])[C:14]([C:25]([O:27][CH2:28][CH3:29])=[O:26])=[N:15]1. The yield is 0.260. (5) The reactants are [OH:1][C:2]1[CH:3]=[N:4][C:5]([CH3:8])=[CH:6][CH:7]=1.C([O-])([O-])=O.[K+].[K+].CS(O[CH:20]1[CH2:23][N:22]([C:24]([N:26]2[CH2:32][CH2:31][CH2:30][N:29]([CH:33]3[CH2:36][CH2:35][CH2:34]3)[CH2:28][CH2:27]2)=[O:25])[CH2:21]1)(=O)=O. The catalyst is CN(C=O)C.ClCCl. The product is [CH:33]1([N:29]2[CH2:30][CH2:31][CH2:32][N:26]([C:24]([N:22]3[CH2:23][CH:20]([O:1][C:2]4[CH:3]=[N:4][C:5]([CH3:8])=[CH:6][CH:7]=4)[CH2:21]3)=[O:25])[CH2:27][CH2:28]2)[CH2:34][CH2:35][CH2:36]1. The yield is 0.350. (6) The reactants are C(=O)([O-])[O-].[K+].[K+].[F:7][C:8]([F:20])([F:19])[C:9]1[C:13]([C:14]([O:16][CH2:17][CH3:18])=[O:15])=[CH:12][NH:11][N:10]=1.CN[C@H]1CCCC[C@@H]1NC.Br[C:32]1[CH:37]=[CH:36][CH:35]=[CH:34][C:33]=1[OH:38]. The catalyst is [Cu]I.C1(C)C=CC=CC=1. The product is [OH:38][C:33]1[CH:34]=[CH:35][CH:36]=[CH:37][C:32]=1[N:11]1[CH:12]=[C:13]([C:14]([O:16][CH2:17][CH3:18])=[O:15])[C:9]([C:8]([F:7])([F:19])[F:20])=[N:10]1. The yield is 0.910.